Dataset: Peptide-MHC class I binding affinity with 185,985 pairs from IEDB/IMGT. Task: Regression. Given a peptide amino acid sequence and an MHC pseudo amino acid sequence, predict their binding affinity value. This is MHC class I binding data. (1) The peptide sequence is LVSECSKDF. The MHC is HLA-B15:01 with pseudo-sequence HLA-B15:01. The binding affinity (normalized) is 0.416. (2) The peptide sequence is ILMWNKQFIK. The MHC is HLA-A31:01 with pseudo-sequence HLA-A31:01. The binding affinity (normalized) is 0.640.